This data is from Catalyst prediction with 721,799 reactions and 888 catalyst types from USPTO. The task is: Predict which catalyst facilitates the given reaction. (1) Reactant: [C:1]([O:5][C:6]([N:8]1[CH2:12][CH2:11][CH2:10][CH:9]1[CH2:13][NH2:14])=[O:7])([CH3:4])([CH3:3])[CH3:2].[Br:15][C:16]1[CH:24]=[CH:23][C:19]([C:20](O)=[O:21])=[CH:18][CH:17]=1.CN1CCOCC1.CN(C(ON1N=NC2C=CC=NC1=2)=[N+](C)C)C.F[P-](F)(F)(F)(F)F. Product: [C:1]([O:5][C:6]([N:8]1[CH2:12][CH2:11][CH2:10][CH:9]1[CH2:13][NH:14][C:20](=[O:21])[C:19]1[CH:23]=[CH:24][C:16]([Br:15])=[CH:17][CH:18]=1)=[O:7])([CH3:4])([CH3:3])[CH3:2]. The catalyst class is: 3. (2) Reactant: [Cl:1][C:2]1[C:3]([CH:13]=[N:14][CH:15]2[CH2:17][CH2:16]2)=[CH:4][C:5]([CH2:8][CH2:9][CH2:10][O:11][CH3:12])=[N:6][CH:7]=1.[BH4-].[Na+]. Product: [Cl:1][C:2]1[C:3]([CH2:13][NH:14][CH:15]2[CH2:17][CH2:16]2)=[CH:4][C:5]([CH2:8][CH2:9][CH2:10][O:11][CH3:12])=[N:6][CH:7]=1. The catalyst class is: 5. (3) Reactant: [CH:1]([O:4][C:5]1[CH:10]=[C:9]([CH2:11][C:12]2[CH:17]=[CH:16][CH:15]=[CH:14][N:13]=2)[CH:8]=[CH:7][C:6]=1[CH2:18][CH2:19][CH2:20][OH:21])([CH3:3])[CH3:2].O[C:23]1[C:28]([O:29][CH3:30])=[CH:27][CH:26]=[CH:25][C:24]=1[CH2:31][C:32]([O:34]C)=[O:33].C(P(CCCC)CCCC)CCC.N(C(N1CCCCC1)=O)=NC(N1CCCCC1)=O.O1CCCC1CO.[OH-].[Na+].Cl. Product: [CH:1]([O:4][C:5]1[CH:10]=[C:9]([CH2:11][C:12]2[CH:17]=[CH:16][CH:15]=[CH:14][N:13]=2)[CH:8]=[CH:7][C:6]=1[CH2:18][CH2:19][CH2:20][O:21][C:23]1[C:28]([O:29][CH3:30])=[CH:27][CH:26]=[CH:25][C:24]=1[CH2:31][C:32]([OH:34])=[O:33])([CH3:2])[CH3:3]. The catalyst class is: 7. (4) Reactant: [NH2:1][C:2]1[CH:10]=[C:9]([Cl:11])[C:8]([N+:12]([O-:14])=[O:13])=[CH:7][C:3]=1[C:4]([NH2:6])=O.Cl.[OH-].[Na+]. Product: [NH2:6][CH2:4][C:3]1[CH:7]=[C:8]([N+:12]([O-:14])=[O:13])[C:9]([Cl:11])=[CH:10][C:2]=1[NH2:1]. The catalyst class is: 1. (5) Reactant: Br[C:2]1[CH:7]=[CH:6][C:5]([NH:8][C:9]2[O:10][C:11]3[CH:17]=[CH:16][CH:15]=[CH:14][C:12]=3[N:13]=2)=[C:4]([F:18])[CH:3]=1.[B:19]1([B:19]2[O:23][C:22]([CH3:25])([CH3:24])[C:21]([CH3:27])([CH3:26])[O:20]2)[O:23][C:22]([CH3:25])([CH3:24])[C:21]([CH3:27])([CH3:26])[O:20]1.C([O-])(=O)C.[K+].ClCCl. Product: [F:18][C:4]1[CH:3]=[C:2]([B:19]2[O:23][C:22]([CH3:25])([CH3:24])[C:21]([CH3:27])([CH3:26])[O:20]2)[CH:7]=[CH:6][C:5]=1[NH:8][C:9]1[O:10][C:11]2[CH:17]=[CH:16][CH:15]=[CH:14][C:12]=2[N:13]=1. The catalyst class is: 423. (6) Reactant: [Br:1][C:2]1[C:3](Cl)=[N:4][C:5]([Cl:8])=[N:6][CH:7]=1.[C:10]([NH:14][C:15]1[CH:16]=[C:17](B(O)O)[CH:18]=[CH:19][CH:20]=1)(=[O:13])[CH:11]=[CH2:12].C1(P(C2C=CC=CC=2)C2C=CC=CC=2)C=CC=CC=1.C(=O)([O-])[O-].[K+].[K+]. Product: [Br:1][C:2]1[C:3]([C:17]2[CH:16]=[C:15]([NH:14][C:10](=[O:13])[CH:11]=[CH2:12])[CH:20]=[CH:19][CH:18]=2)=[N:4][C:5]([Cl:8])=[N:6][CH:7]=1. The catalyst class is: 164. (7) Reactant: [Br:1][C:2]1[CH:3]=[C:4]([C:12]([O:14]C)=[O:13])[CH:5]=[C:6]([CH:11]=1)[C:7]([O:9][CH3:10])=[O:8].[OH-].[Na+]. Product: [Br:1][C:2]1[CH:3]=[C:4]([CH:5]=[C:6]([C:7]([O:9][CH3:10])=[O:8])[CH:11]=1)[C:12]([OH:14])=[O:13]. The catalyst class is: 36.